From a dataset of Full USPTO retrosynthesis dataset with 1.9M reactions from patents (1976-2016). Predict the reactants needed to synthesize the given product. (1) Given the product [F:1][C:2]([F:7])([F:6])[C:3]([OH:5])=[O:4].[Cl:15][C:16]1[CH:17]=[N:18][C:19]2[NH:20][C:21]3[CH:22]=[CH:23][CH:24]=[C:25]([CH:46]=3)[CH2:26][CH2:27][C:28]3[CH:36]=[C:32]([NH:33][C:34]=1[N:35]=2)[CH:31]=[CH:30][C:29]=3[NH:37][C:38]([CH:40]1[CH2:45][CH2:44][N:43]([C:48]([NH:47][C:50]2[CH:57]=[CH:56][C:53]([C:54]#[N:55])=[CH:52][CH:51]=2)=[O:49])[CH2:42][CH2:41]1)=[O:39], predict the reactants needed to synthesize it. The reactants are: [F:1][C:2]([F:7])([F:6])[C:3]([OH:5])=[O:4].FC(F)(F)C(O)=O.[Cl:15][C:16]1[CH:17]=[N:18][C:19]2[NH:20][C:21]3[CH:22]=[CH:23][CH:24]=[C:25]([CH:46]=3)[CH2:26][CH2:27][C:28]3[CH:36]=[C:32]([NH:33][C:34]=1[N:35]=2)[CH:31]=[CH:30][C:29]=3[NH:37][C:38]([CH:40]1[CH2:45][CH2:44][NH:43][CH2:42][CH2:41]1)=[O:39].[N:47]([C:50]1[CH:57]=[CH:56][C:53]([C:54]#[N:55])=[CH:52][CH:51]=1)=[C:48]=[O:49]. (2) Given the product [NH2:7][C@@H:8]([CH:17]1[CH2:22][CH2:21][CH2:20][CH2:19][CH2:18]1)[C:9]([N:11]1[CH2:15][CH2:14][CH:13]([F:16])[CH2:12]1)=[O:10], predict the reactants needed to synthesize it. The reactants are: C(OC(=O)[NH:7][C@@H:8]([CH:17]1[CH2:22][CH2:21][CH2:20][CH2:19][CH2:18]1)[C:9]([N:11]1[CH2:15][CH2:14][CH:13]([F:16])[CH2:12]1)=[O:10])(C)(C)C. (3) Given the product [C:1]([O:5][C:6]([N:8]1[CH2:13][CH2:12][CH:11]([C:14]2[CH:19]=[C:18]([O:20][CH3:21])[N:17]=[CH:16][N:15]=2)[CH2:10][CH2:9]1)=[O:7])([CH3:4])([CH3:3])[CH3:2], predict the reactants needed to synthesize it. The reactants are: [C:1]([O:5][C:6]([N:8]1[CH2:13][CH:12]=[C:11]([C:14]2[CH:19]=[C:18]([O:20][CH3:21])[N:17]=[CH:16][N:15]=2)[CH2:10][CH2:9]1)=[O:7])([CH3:4])([CH3:3])[CH3:2].[H][H]. (4) Given the product [Br:1][C:2]1[N:10]([CH2:37][C:38]#[C:39][CH3:40])[C:9]2[C:8](=[O:11])[N:7]([CH2:12][C:13]3[N:22]=[C:21]([CH3:23])[C:20]4[C:15](=[CH:16][CH:17]=[CH:18][CH:19]=4)[N:14]=3)[C:6]3=[N:24][CH2:25][CH2:26][N:5]3[C:4]=2[N:3]=1, predict the reactants needed to synthesize it. The reactants are: [Br:1][C:2]1[NH:10][C:9]2[C:8](=[O:11])[N:7]([CH2:12][C:13]3[N:22]=[C:21]([CH3:23])[C:20]4[C:15](=[CH:16][CH:17]=[CH:18][CH:19]=4)[N:14]=3)[C:6]3=[N:24][CH2:25][CH2:26][N:5]3[C:4]=2[N:3]=1.CCN(C(C)C)C(C)C.Br[CH2:37][C:38]#[C:39][CH3:40]. (5) Given the product [ClH:11].[ClH:11].[NH2:3][CH2:2][CH:4]([CH2:9][NH2:10])[C:5]([O:7][CH3:8])=[O:6], predict the reactants needed to synthesize it. The reactants are: [Na].[C:2]([CH:4]([C:9]#[N:10])[C:5]([O:7][CH3:8])=[O:6])#[N:3].[ClH:11].